This data is from Peptide-MHC class II binding affinity with 134,281 pairs from IEDB. The task is: Regression. Given a peptide amino acid sequence and an MHC pseudo amino acid sequence, predict their binding affinity value. This is MHC class II binding data. (1) The peptide sequence is VLAGWLFHVRGARR. The MHC is DRB1_0101 with pseudo-sequence DRB1_0101. The binding affinity (normalized) is 0.649. (2) The peptide sequence is GDGKISLSELTDALR. The MHC is DRB1_0802 with pseudo-sequence DRB1_0802. The binding affinity (normalized) is 0.265. (3) The peptide sequence is LQSLWANFYELLADA. The MHC is DRB1_1001 with pseudo-sequence DRB1_1001. The binding affinity (normalized) is 0.204. (4) The peptide sequence is EVQKVSQPATGAATV. The MHC is HLA-DQA10104-DQB10503 with pseudo-sequence HLA-DQA10104-DQB10503. The binding affinity (normalized) is 0. (5) The peptide sequence is NSFQIEEFGTGVFTT. The MHC is DRB1_0404 with pseudo-sequence DRB1_0404. The binding affinity (normalized) is 0.406.